The task is: Predict which catalyst facilitates the given reaction.. This data is from Catalyst prediction with 721,799 reactions and 888 catalyst types from USPTO. (1) The catalyst class is: 105. Reactant: [CH3:1][O:2][C:3](=[O:17])[C@@H:4]([CH3:16])[CH2:5][O:6][C:7]1[CH:12]=[CH:11][C:10]([C:13]#[N:14])=[C:9]([F:15])[CH:8]=1.[H][H].[ClH:20]. Product: [ClH:20].[CH3:1][O:2][C:3](=[O:17])[C@@H:4]([CH3:16])[CH2:5][O:6][C:7]1[CH:12]=[CH:11][C:10]([CH2:13][NH2:14])=[C:9]([F:15])[CH:8]=1. (2) Reactant: [Br:1][C:2]1[CH:7]=[CH:6][C:5]([N:8]2[CH:12]=[C:11]([C:13](=[O:15])[CH3:14])[N:10]=[C:9]2[C:16]2[CH:21]=[CH:20][CH:19]=[CH:18][C:17]=2[C:22]([F:25])([F:24])[F:23])=[CH:4][CH:3]=1.[F:26][C:27]([Si](C)(C)C)([F:29])[F:28].[F-].C([N+](CCCC)(CCCC)CCCC)CCC. Product: [Br:1][C:2]1[CH:7]=[CH:6][C:5]([N:8]2[CH:12]=[C:11]([C:13]([OH:15])([CH3:14])[C:27]([F:29])([F:28])[F:26])[N:10]=[C:9]2[C:16]2[CH:21]=[CH:20][CH:19]=[CH:18][C:17]=2[C:22]([F:24])([F:23])[F:25])=[CH:4][CH:3]=1. The catalyst class is: 247.